From a dataset of Reaction yield outcomes from USPTO patents with 853,638 reactions. Predict the reaction yield, written as a fraction of the theoretical maximum amount of product (1.0 means a 100% yield; for example, 0.34 means a 34% yield). (1) The reactants are [C:1]1([C:7]2[CH:8]=[C:9]3[C:14](=[CH:15][CH:16]=2)[CH2:13][CH:12]([C:17]([C:19]2[O:20][C:21]([C:24]([NH2:26])=O)=[CH:22][N:23]=2)=[O:18])[CH2:11][CH2:10]3)[CH:6]=[CH:5][CH:4]=[CH:3][CH:2]=1.N1C=CC=CC=1.FC(F)(F)C(OC(=O)C(F)(F)F)=O. The catalyst is O1CCOCC1.C(Cl)Cl. The product is [C:1]1([C:7]2[CH:8]=[C:9]3[C:14](=[CH:15][CH:16]=2)[CH2:13][CH:12]([C:17]([C:19]2[O:20][C:21]([C:24]#[N:26])=[CH:22][N:23]=2)=[O:18])[CH2:11][CH2:10]3)[CH:2]=[CH:3][CH:4]=[CH:5][CH:6]=1. The yield is 0.710. (2) The reactants are [F:1][C:2]1[CH:3]=[C:4]([CH:46]=[C:47]([F:49])[CH:48]=1)[CH2:5][C:6]1[CH:7]=[C:8]2[C:12](=[CH:13][CH:14]=1)[N:11](C(C1C=CC=CC=1)(C1C=CC=CC=1)C1C=CC=CC=1)[N:10]=[C:9]2[NH:34][C:35](=[O:45])[C:36]1[CH:41]=[C:40]([CH:42]=[O:43])[CH:39]=[CH:38][C:37]=1[F:44].Cl. The product is [F:1][C:2]1[CH:3]=[C:4]([CH:46]=[C:47]([F:49])[CH:48]=1)[CH2:5][C:6]1[CH:7]=[C:8]2[C:12](=[CH:13][CH:14]=1)[NH:11][N:10]=[C:9]2[NH:34][C:35](=[O:45])[C:36]1[CH:41]=[C:40]([CH:42]=[O:43])[CH:39]=[CH:38][C:37]=1[F:44]. The yield is 0.770. The catalyst is O1CCOCC1. (3) The reactants are [Cl:1][C:2]1[C:7]([CH:8]=[O:9])=[CH:6][N:5]=[C:4]2[NH:10][CH:11]=[CH:12][C:3]=12.[H-].[Na+].[CH3:15][C:16]1[CH:21]=[CH:20][C:19]([S:22](Cl)(=[O:24])=[O:23])=[CH:18][CH:17]=1. The catalyst is CN(C=O)C. The product is [Cl:1][C:2]1[C:7]([CH:8]=[O:9])=[CH:6][N:5]=[C:4]2[N:10]([S:22]([C:19]3[CH:20]=[CH:21][C:16]([CH3:15])=[CH:17][CH:18]=3)(=[O:24])=[O:23])[CH:11]=[CH:12][C:3]=12. The yield is 0.870. (4) The reactants are [F:1][C:2]([F:18])([F:17])[C:3]1[CH:7]=[C:6]([CH2:8][NH:9][C:10](=[O:16])[O:11][C:12]([CH3:15])([CH3:14])[CH3:13])[NH:5][N:4]=1.[F:19][C:20]1[CH:25]=[CH:24][C:23](B(O)O)=[CH:22][CH:21]=1.N1C=CC=CC=1. The catalyst is ClCCl.C([O-])(=O)C.[Cu+2].C([O-])(=O)C. The product is [F:19][C:20]1[CH:25]=[CH:24][C:23]([N:5]2[C:6]([CH2:8][NH:9][C:10](=[O:16])[O:11][C:12]([CH3:14])([CH3:15])[CH3:13])=[CH:7][C:3]([C:2]([F:1])([F:17])[F:18])=[N:4]2)=[CH:22][CH:21]=1. The yield is 0.740. (5) The reactants are [CH:1]1([C:5]2[N:6]=[C:7]([NH:10][C:11]([C:13]3[CH:33]=[CH:32][N:16]4[C:17](=[O:31])[C:18](/[CH:22]=[CH:23]/[C:24]([O:26][C:27]([CH3:30])([CH3:29])[CH3:28])=[O:25])=[C:19](O)[N:20]=[C:15]4[CH:14]=3)=[O:12])[S:8][CH:9]=2)[CH2:4][CH2:3][CH2:2]1.C(NC(C)C)(C)C.Cl.[NH2:42][C:43]([O:45][CH:46]1[CH:51]([O:52][C:53]([NH2:55])=[O:54])[CH2:50][CH2:49][NH:48][CH2:47]1)=[O:44].O. The catalyst is C(#N)C.CN(C)C=O. The product is [CH:1]1([C:5]2[N:6]=[C:7]([NH:10][C:11]([C:13]3[CH:33]=[CH:32][N:16]4[C:17](=[O:31])[C:18](/[CH:22]=[CH:23]/[C:24]([O:26][C:27]([CH3:28])([CH3:30])[CH3:29])=[O:25])=[C:19]([N:48]5[CH2:49][CH2:50][CH:51]([O:52][C:53]([NH2:55])=[O:54])[CH:46]([O:45][C:43]([NH2:42])=[O:44])[CH2:47]5)[N:20]=[C:15]4[CH:14]=3)=[O:12])[S:8][CH:9]=2)[CH2:4][CH2:3][CH2:2]1. The yield is 0.320.